This data is from Forward reaction prediction with 1.9M reactions from USPTO patents (1976-2016). The task is: Predict the product of the given reaction. (1) Given the reactants [Br:1][C:2]1[CH:3]=[CH:4][C:5]2[N:6]([C:8]([C:11]([O-:13])=O)=[N:9][N:10]=2)[CH:7]=1.[Na+].Cl.Cl.[F:17][C:18]([F:32])([F:31])[C:19]1[CH:24]=[CH:23][CH:22]=[CH:21][C:20]=1[CH:25]1[CH2:30][CH2:29][NH:28][CH2:27][CH2:26]1.F[P-](F)(F)(F)(F)F.N1(O[P+](N(C)C)(N(C)C)N(C)C)C2C=CC=CC=2N=N1.CCN(C(C)C)C(C)C, predict the reaction product. The product is: [Br:1][C:2]1[CH:3]=[CH:4][C:5]2[N:6]([C:8]([C:11]([N:28]3[CH2:29][CH2:30][CH:25]([C:20]4[CH:21]=[CH:22][CH:23]=[CH:24][C:19]=4[C:18]([F:17])([F:31])[F:32])[CH2:26][CH2:27]3)=[O:13])=[N:9][N:10]=2)[CH:7]=1. (2) Given the reactants [NH:1]1[C:9]2[C:4](=[CH:5][C:6]([NH:10][CH:11]3[CH2:16][CH2:15][C:14](=O)[CH2:13][CH2:12]3)=[CH:7][CH:8]=2)[CH:3]=[N:2]1.Cl.[NH2:19][CH2:20][CH2:21][C:22]1[N:26]=[CH:25][NH:24][CH:23]=1.C(O[BH-](OC(=O)C)OC(=O)C)(=O)C.[Na+].Cl.CO, predict the reaction product. The product is: [NH:26]1[C:22]([CH2:21][CH2:20][NH:19][CH:14]2[CH2:15][CH2:16][CH:11]([NH:10][C:6]3[CH:5]=[C:4]4[C:9](=[CH:8][CH:7]=3)[NH:1][N:2]=[CH:3]4)[CH2:12][CH2:13]2)=[CH:23][N:24]=[CH:25]1. (3) Given the reactants C([O:3][C:4]([C:6]1[CH:7]=[C:8]2[N:14]([N:15]=1)[C:13]1[CH:16]=[C:17]([Br:20])[CH:18]=[CH:19][C:12]=1[O:11][CH2:10][CH2:9]2)=O)C.[NH3:21].CO, predict the reaction product. The product is: [Br:20][C:17]1[CH:18]=[CH:19][C:12]2[O:11][CH2:10][CH2:9][C:8]3[N:14]([N:15]=[C:6]([C:4]([NH2:21])=[O:3])[CH:7]=3)[C:13]=2[CH:16]=1. (4) Given the reactants [NH:1]1[CH2:6][CH2:5][CH:4]([CH2:7][NH:8][C:9]([N:11]2[C:15]3C=CC=[CH:19][C:14]=3[N:13](C)[C:12]2=[O:21])=[O:10])[CH2:3][CH2:2]1.[CH2:22]([O:26][C:27]1[CH:32]=[CH:31][C:30](C(C)(C)C)=[CH:29][CH:28]=1)[CH:23]1[O:25][CH2:24]1, predict the reaction product. The product is: [NH:1]1[CH2:6][CH2:5][CH:4]([CH2:7][NH:8][C:9]([N:11]2[C:32]3[CH:31]=[CH:30][CH:29]=[CH:28][C:27]=3[N:13]([CH:14]([CH3:15])[CH3:19])[C:12]2=[O:21])=[O:10])[CH2:3][CH2:2]1.[O:25]1[CH:23]([CH2:22][O:26][C:27]2[CH:28]=[CH:29][CH:30]=[CH:31][CH:32]=2)[CH2:24]1.